From a dataset of Catalyst prediction with 721,799 reactions and 888 catalyst types from USPTO. Predict which catalyst facilitates the given reaction. (1) Reactant: [OH:1][C:2]1[CH:7]=[CH:6][C:5]([C:8](=[O:14])[CH2:9][C:10]([O:12][CH3:13])=[O:11])=[CH:4][CH:3]=1.[F:15][C:16]([F:22])([F:21])[CH2:17][CH2:18][CH2:19]O.C1(P(C2C=CC=CC=2)C2C=CC=CC=2)C=CC=CC=1.CC(OC(/N=N/C(OC(C)C)=O)=O)C. Product: [O:14]=[C:8]([C:5]1[CH:4]=[CH:3][C:2]([O:1][CH2:19][CH2:18][CH2:17][C:16]([F:22])([F:21])[F:15])=[CH:7][CH:6]=1)[CH2:9][C:10]([O:12][CH3:13])=[O:11]. The catalyst class is: 2. (2) Reactant: [Cl:1][C:2]1[CH:18]=[CH:17][C:5]([C:6]([N:8]2[CH2:13][CH2:12][CH:11]([C:14]([OH:16])=O)[CH2:10][CH2:9]2)=[O:7])=[CH:4][CH:3]=1.[F:19][C:20]([F:33])([F:32])[C:21]1[CH:22]=[C:23]([CH:25]=[C:26]([C:28]([F:31])([F:30])[F:29])[CH:27]=1)[NH2:24].O.ON1C2C=CC=CC=2N=N1.C(N(CC)C(C)C)(C)C. Product: [F:19][C:20]([F:32])([F:33])[C:21]1[CH:22]=[C:23]([NH:24][C:14]([CH:11]2[CH2:10][CH2:9][N:8]([C:6](=[O:7])[C:5]3[CH:4]=[CH:3][C:2]([Cl:1])=[CH:18][CH:17]=3)[CH2:13][CH2:12]2)=[O:16])[CH:25]=[C:26]([C:28]([F:29])([F:31])[F:30])[CH:27]=1. The catalyst class is: 765.